Dataset: Reaction yield outcomes from USPTO patents with 853,638 reactions. Task: Predict the reaction yield, written as a fraction of the theoretical maximum amount of product (1.0 means a 100% yield; for example, 0.34 means a 34% yield). (1) The catalyst is C(Cl)Cl. The yield is 0.830. The reactants are CC(OI1(OC(C)=O)(OC(C)=O)OC(=O)C2C=CC=CC1=2)=O.[OH:23][CH:24]([C:34]1[CH:41]=[CH:40][C:37]([CH2:38][OH:39])=[CH:36][C:35]=1[CH3:42])[CH2:25][CH2:26][CH2:27][CH2:28][CH2:29][CH2:30][CH2:31][CH2:32][CH3:33]. The product is [CH3:42][C:35]1[CH:36]=[C:37]([CH:40]=[CH:41][C:34]=1[C:24](=[O:23])[CH2:25][CH2:26][CH2:27][CH2:28][CH2:29][CH2:30][CH2:31][CH2:32][CH3:33])[CH:38]=[O:39]. (2) The reactants are [CH3:1][O:2][C:3]1[CH:12]=[CH:11][C:10]2[C:5](=[C:6]([CH:13]3[CH2:15][O:14]3)[CH:7]=[CH:8][CH:9]=2)[N:4]=1.[N-:16]=[N+:17]=[N-:18].[Na+]. The catalyst is O1CCOCC1.O. The product is [N:16]([CH:13]([C:6]1[CH:7]=[CH:8][CH:9]=[C:10]2[C:5]=1[N:4]=[C:3]([O:2][CH3:1])[CH:12]=[CH:11]2)[CH2:15][OH:14])=[N+:17]=[N-:18]. The yield is 0.440. (3) The product is [C:20]([C:23]1[S:27][C:26]([C:2]2[N:6]3[N:7]=[C:8]([NH:11][CH2:12][CH2:13][CH2:14][C:15]([O:17][CH2:18][CH3:19])=[O:16])[CH:9]=[CH:10][C:5]3=[N:4][CH:3]=2)=[CH:25][CH:24]=1)(=[O:22])[CH3:21]. The reactants are Br[C:2]1[N:6]2[N:7]=[C:8]([NH:11][CH2:12][CH2:13][CH2:14][C:15]([O:17][CH2:18][CH3:19])=[O:16])[CH:9]=[CH:10][C:5]2=[N:4][CH:3]=1.[C:20]([C:23]1[S:27][C:26](B(O)O)=[CH:25][CH:24]=1)(=[O:22])[CH3:21]. The yield is 0.740. The catalyst is C(N(CC)CC)C.